Dataset: Forward reaction prediction with 1.9M reactions from USPTO patents (1976-2016). Task: Predict the product of the given reaction. (1) The product is: [C:28]([O:27][C:24](=[O:26])[CH2:25][C:3](=[O:23])[C:4]1[CH:9]=[CH:8][CH:7]=[C:6]([C:10]2[CH:14]=[C:13]([CH2:15][O:16][CH:17]3[CH2:22][CH2:21][CH2:20][CH2:19][O:18]3)[O:12][N:11]=2)[CH:5]=1)([CH3:31])([CH3:30])[CH3:29]. Given the reactants CO[C:3](=[O:23])[C:4]1[CH:9]=[CH:8][CH:7]=[C:6]([C:10]2[CH:14]=[C:13]([CH2:15][O:16][CH:17]3[CH2:22][CH2:21][CH2:20][CH2:19][O:18]3)[O:12][N:11]=2)[CH:5]=1.[C:24]([O:27][C:28]([CH3:31])([CH3:30])[CH3:29])(=[O:26])[CH3:25].[Li], predict the reaction product. (2) Given the reactants [ClH:1].Cl.[C:3]([C:6]1[CH:7]=[C:8]([C:12]2[CH:13]=[C:14]([CH:18]=[C:19]([CH2:21][NH:22][CH2:23][CH:24]3[CH2:29][CH2:28][N:27]([C:30](=[NH:32])[CH3:31])[CH2:26][CH2:25]3)[CH:20]=2)[C:15]([OH:17])=[O:16])[CH:9]=[CH:10][CH:11]=1)(=[NH:5])[NH2:4], predict the reaction product. The product is: [OH2:16].[ClH:1].[ClH:1].[C:3]([C:6]1[CH:7]=[C:8]([C:12]2[CH:13]=[C:14]([CH:18]=[C:19]([CH2:21][NH:22][CH2:23][CH:24]3[CH2:25][CH2:26][N:27]([C:30](=[NH:32])[CH3:31])[CH2:28][CH2:29]3)[CH:20]=2)[C:15]([OH:17])=[O:16])[CH:9]=[CH:10][CH:11]=1)(=[NH:4])[NH2:5].